From a dataset of Full USPTO retrosynthesis dataset with 1.9M reactions from patents (1976-2016). Predict the reactants needed to synthesize the given product. (1) Given the product [N:13]1([C:16]([C:22]2[CH:27]=[CH:26][CH:25]=[CH:24][CH:23]=2)([CH3:21])[C:17]([O:9][C@@H:3]2[CH:4]3[CH2:7][CH2:8][N:1]([CH2:6][CH2:5]3)[CH2:2]2)=[O:18])[CH2:14][CH2:15][O:10][CH2:11][CH2:12]1, predict the reactants needed to synthesize it. The reactants are: [N:1]12[CH2:8][CH2:7][CH:4]([CH2:5][CH2:6]1)[C@@H:3]([OH:9])[CH2:2]2.[O:10]1[CH2:15][CH2:14][N:13]([C:16]([C:22]2[CH:27]=[CH:26][CH:25]=[CH:24][CH:23]=2)([CH3:21])[C:17](OC)=[O:18])[CH2:12][CH2:11]1.[H-].[Na+]. (2) Given the product [C:1]([NH:5][C:6]1[C:10]2[CH:11]=[N:12][C:13]([NH:36][C:34]3[CH:33]=[CH:32][N:31]=[C:30]([C:28]4[CH:27]=[N:26][N:25]([S:22]([CH:19]5[CH2:21][CH2:20]5)(=[O:24])=[O:23])[CH:29]=4)[N:35]=3)=[CH:14][C:9]=2[N:8]([CH:16]([CH3:18])[CH3:17])[N:7]=1)([CH3:4])([CH3:3])[CH3:2], predict the reactants needed to synthesize it. The reactants are: [C:1]([NH:5][C:6]1[C:10]2[CH:11]=[N:12][C:13](Cl)=[CH:14][C:9]=2[N:8]([CH:16]([CH3:18])[CH3:17])[N:7]=1)([CH3:4])([CH3:3])[CH3:2].[CH:19]1([S:22]([N:25]2[CH:29]=[C:28]([C:30]3[N:35]=[C:34]([NH2:36])[CH:33]=[CH:32][N:31]=3)[CH:27]=[N:26]2)(=[O:24])=[O:23])[CH2:21][CH2:20]1.C(=O)([O-])[O-].[Cs+].[Cs+].C1(P(C2C=CC=CC=2)C2C3OC4C(=CC=CC=4P(C4C=CC=CC=4)C4C=CC=CC=4)C(C)(C)C=3C=CC=2)C=CC=CC=1. (3) Given the product [C:40]([O:39][C:37]([N:44]1[CH2:49][CH2:48][N:47]([C:2]2[CH:30]=[CH:29][C:5]3[S:6][C:7]([S:10]([N:13]4[CH2:18][CH2:17][N:16]([C:19]5[C:24]([C:25]([F:28])([F:27])[F:26])=[CH:23][CH:22]=[CH:21][N:20]=5)[CH2:15][CH2:14]4)(=[O:12])=[O:11])=[C:8]([CH3:9])[C:4]=3[CH:3]=2)[CH2:46][CH2:45]1)=[O:38])([CH3:43])([CH3:41])[CH3:42], predict the reactants needed to synthesize it. The reactants are: Cl[C:2]1[CH:30]=[CH:29][C:5]2[S:6][C:7]([S:10]([N:13]3[CH2:18][CH2:17][N:16]([C:19]4[C:24]([C:25]([F:28])([F:27])[F:26])=[CH:23][CH:22]=[CH:21][N:20]=4)[CH2:15][CH2:14]3)(=[O:12])=[O:11])=[C:8]([CH3:9])[C:4]=2[CH:3]=1.C(O[Na])(C)(C)C.[C:37]([N:44]1[CH2:49][CH2:48][NH:47][CH2:46][CH2:45]1)([O:39][C:40]([CH3:43])([CH3:42])[CH3:41])=[O:38]. (4) Given the product [Br:32][CH2:31][CH2:30][N:12]1[C:13]2[C:18](=[CH:17][CH:16]=[CH:15][CH:14]=2)[C@:10]2([CH2:9][C@H:8]2[C:5]2[CH:4]=[CH:3][C:2]([Cl:1])=[CH:7][CH:6]=2)[C:11]1=[O:19], predict the reactants needed to synthesize it. The reactants are: [Cl:1][C:2]1[CH:7]=[CH:6][C:5]([C@@H:8]2[C@:10]3([C:18]4[C:13](=[CH:14][CH:15]=[CH:16][CH:17]=4)[NH:12][C:11]3=[O:19])[CH2:9]2)=[CH:4][CH:3]=1.C[Si]([N-][Si](C)(C)C)(C)C.[K+].[CH2:30](Br)[CH2:31][Br:32].O.